From a dataset of Full USPTO retrosynthesis dataset with 1.9M reactions from patents (1976-2016). Predict the reactants needed to synthesize the given product. (1) Given the product [CH3:1][N:3]1[C:12]2[C:7](=[CH:8][CH:9]=[C:10]([O:13][CH3:14])[CH:11]=2)[CH:6]([CH2:15][S:16]([Cl:43])(=[O:18])=[O:17])[CH2:5][C:4]1([CH3:21])[CH3:20], predict the reactants needed to synthesize it. The reactants are: [CH2:1]([N:3]1[C:12]2[C:7](=[CH:8][CH:9]=[C:10]([O:13][CH3:14])[CH:11]=2)[C:6]([CH2:15][S:16](O)(=[O:18])=[O:17])=[CH:5][C:4]1([CH3:21])[CH3:20])C.CN1C2C(=CC=C(OC)C=2)C(CS(O)(=O)=O)CC1(C)C.P(Cl)(Cl)(Cl)(Cl)[Cl:43]. (2) Given the product [O:28]1[CH2:29][CH2:30][N:25]([C:2]2[CH:3]=[C:4]([CH:22]=[CH:23][CH:24]=2)[CH2:5][N:6]2[C:15](=[O:16])[C:14]3[C:9](=[CH:10][CH:11]=[C:12]([C:17]([O:19][CH2:20][CH3:21])=[O:18])[CH:13]=3)[N:8]=[CH:7]2)[CH2:26][CH2:27]1, predict the reactants needed to synthesize it. The reactants are: Br[C:2]1[CH:3]=[C:4]([CH:22]=[CH:23][CH:24]=1)[CH2:5][N:6]1[C:15](=[O:16])[C:14]2[C:9](=[CH:10][CH:11]=[C:12]([C:17]([O:19][CH2:20][CH3:21])=[O:18])[CH:13]=2)[N:8]=[CH:7]1.[NH:25]1[CH2:30][CH2:29][O:28][CH2:27][CH2:26]1.C(=O)([O-])[O-].[Cs+].[Cs+].C1(P(C2C=CC=CC=2)C2C3OC4C(=CC=CC=4P(C4C=CC=CC=4)C4C=CC=CC=4)C(C)(C)C=3C=CC=2)C=CC=CC=1.